Dataset: Reaction yield outcomes from USPTO patents with 853,638 reactions. Task: Predict the reaction yield, written as a fraction of the theoretical maximum amount of product (1.0 means a 100% yield; for example, 0.34 means a 34% yield). (1) The product is [CH2:8]([NH:9][C:15]1[N:14]=[C:13]([C:12]2[C:8]([C:5]3[CH:6]=[CH:7][C:2]([F:1])=[CH:3][CH:4]=3)=[N:9][N:10]([CH:23]([CH3:25])[CH3:24])[CH:11]=2)[CH:18]=[CH:17][N:16]=1)[C:5]1[CH:6]=[CH:7][CH:2]=[CH:3][CH:4]=1. The catalyst is C(N)C1C=CC=CC=1. The yield is 0.470. The reactants are [F:1][C:2]1[CH:7]=[CH:6][C:5]([C:8]2[C:12]([C:13]3[CH:18]=[CH:17][N:16]=[C:15](S(C)(=O)=O)[N:14]=3)=[CH:11][N:10]([CH:23]([CH3:25])[CH3:24])[N:9]=2)=[CH:4][CH:3]=1. (2) The reactants are Br[C:2]1[C:3]([C:11]2[CH:16]=[CH:15][CH:14]=[C:13]([O:17][CH3:18])[CH:12]=2)=[N:4][CH:5]=[C:6]([N+:8]([O-:10])=[O:9])[CH:7]=1.[C:19]1(B(O)O)[CH:24]=[CH:23][CH:22]=[CH:21][CH:20]=1. No catalyst specified. The product is [CH3:18][O:17][C:13]1[CH:12]=[C:11]([C:3]2[C:2]([C:19]3[CH:24]=[CH:23][CH:22]=[CH:21][CH:20]=3)=[CH:7][C:6]([N+:8]([O-:10])=[O:9])=[CH:5][N:4]=2)[CH:16]=[CH:15][CH:14]=1. The yield is 0.870. (3) The reactants are I[CH2:2][C:3]([O:5][CH2:6][CH3:7])=[O:4].[F:8][C:9]1[CH:14]=[CH:13][C:12]([F:15])=[CH:11][C:10]=1[CH2:16][CH2:17][OH:18].C(C1C=CC=C(C(C)(C)C)N=1)(C)(C)C. The catalyst is ClCCl.FC(F)(F)S([O-])(=O)=O.[Ag+]. The product is [CH2:6]([O:5][C:3](=[O:4])[CH2:2][O:18][CH2:17][CH2:16][C:10]1[CH:11]=[C:12]([F:15])[CH:13]=[CH:14][C:9]=1[F:8])[CH3:7]. The yield is 0.540. (4) The reactants are C(=O)([O-])[O-].[K+].[K+].[C:7]1([N:13]2[C:17]3([CH2:21][CH2:20][CH2:19][CH2:18]3)[C:16](=[O:22])[NH:15][C:14]2=[O:23])[CH:12]=[CH:11][CH:10]=[CH:9][CH:8]=1.Cl[CH2:25][C:26]([NH:28][C:29]1[C:34]([CH:35]([CH3:37])[CH3:36])=[CH:33][CH:32]=[CH:31][C:30]=1[CH:38]([CH3:40])[CH3:39])=[O:27].O. The catalyst is CN(C)C=O. The product is [CH:38]([C:30]1[CH:31]=[CH:32][CH:33]=[C:34]([CH:35]([CH3:36])[CH3:37])[C:29]=1[NH:28][C:26](=[O:27])[CH2:25][N:15]1[C:16](=[O:22])[C:17]2([CH2:21][CH2:20][CH2:19][CH2:18]2)[N:13]([C:7]2[CH:8]=[CH:9][CH:10]=[CH:11][CH:12]=2)[C:14]1=[O:23])([CH3:39])[CH3:40]. The yield is 0.510. (5) The reactants are CN.[F:3][C:4]1[CH:9]=[CH:8][C:7]([C:10]2[O:36][C:13]3=[N:14][CH:15]=[C:16]([C:18]4[CH:23]=[CH:22][CH:21]=[C:20]([C:24](=[O:35])[NH:25][C:26]([C:29]5[CH:34]=[CH:33][CH:32]=[CH:31][CH:30]=5)([CH3:28])[CH3:27])[CH:19]=4)[CH:17]=[C:12]3[C:11]=2[C:37](O)=[O:38])=[CH:6][CH:5]=1.C[CH2:41][N:42](C(C)C)C(C)C.CN(C(ON1N=NC2C=CC=NC1=2)=[N+](C)C)C.F[P-](F)(F)(F)(F)F. The catalyst is CN(C1C=CN=CC=1)C.CN(C=O)C. The product is [F:3][C:4]1[CH:5]=[CH:6][C:7]([C:10]2[O:36][C:13]3=[N:14][CH:15]=[C:16]([C:18]4[CH:23]=[CH:22][CH:21]=[C:20]([C:24](=[O:35])[NH:25][C:26]([C:29]5[CH:30]=[CH:31][CH:32]=[CH:33][CH:34]=5)([CH3:28])[CH3:27])[CH:19]=4)[CH:17]=[C:12]3[C:11]=2[C:37]([NH:42][CH3:41])=[O:38])=[CH:8][CH:9]=1. The yield is 0.130. (6) The reactants are [CH3:1][C:2]([CH3:31])([CH3:30])[CH2:3][C:4]([NH:6][C:7]1[C:8]([CH3:29])=[C:9](B(O)O)[C:10]2[O:14][CH2:13][CH:12]([C:15]3[CH:20]=[CH:19][C:18]([CH:21]([CH3:23])[CH3:22])=[CH:17][CH:16]=3)[C:11]=2[C:24]=1[CH3:25])=[O:5].Br[C:33]1[S:34][CH:35]=[CH:36][N:37]=1. No catalyst specified. The product is [CH:21]([C:18]1[CH:19]=[CH:20][C:15]([CH:12]2[C:11]3[C:24]([CH3:25])=[C:7]([NH:6][C:4](=[O:5])[CH2:3][C:2]([CH3:31])([CH3:30])[CH3:1])[C:8]([CH3:29])=[C:9]([C:33]4[S:34][CH:35]=[CH:36][N:37]=4)[C:10]=3[O:14][CH2:13]2)=[CH:16][CH:17]=1)([CH3:23])[CH3:22]. The yield is 0.640. (7) The reactants are [CH3:1][C:2]1[CH:3]=[C:4]2[C:8](=[CH:9][CH:10]=1)[NH:7][C:6](=[O:11])[C:5]2=O.O.NN.Cl. The product is [CH3:1][C:2]1[CH:3]=[C:4]2[C:8](=[CH:9][CH:10]=1)[NH:7][C:6](=[O:11])[CH2:5]2. The yield is 0.470. The catalyst is C(OCC)(=O)C.CCCCCC. (8) The reactants are [OH:1][C:2]1[C:3]([C:17](=[N:19][NH:20][C:21]([C:23]2[CH:32]=[CH:31][C:26]([C:27]([O:29]C)=[O:28])=[CH:25][CH:24]=2)=[O:22])[CH3:18])=[N:4][N:5]([CH3:16])[C:6]=1[C:7]1[CH:12]=[CH:11][C:10]([CH:13]([CH3:15])[CH3:14])=[CH:9][CH:8]=1.CO.[OH-].[Na+].Cl. The catalyst is O. The product is [OH:1][C:2]1[C:3]([C:17](=[N:19][NH:20][C:21]([C:23]2[CH:24]=[CH:25][C:26]([C:27]([OH:29])=[O:28])=[CH:31][CH:32]=2)=[O:22])[CH3:18])=[N:4][N:5]([CH3:16])[C:6]=1[C:7]1[CH:8]=[CH:9][C:10]([CH:13]([CH3:15])[CH3:14])=[CH:11][CH:12]=1. The yield is 0.440. (9) The reactants are [OH-].[Na+].C[O:4][C:5](=[O:18])[C:6]1[CH:11]=[CH:10][C:9]([N:12]2[CH2:16][CH2:15][CH2:14][C:13]2=[O:17])=[CH:8][CH:7]=1.Cl. The catalyst is CO.O. The product is [O:17]=[C:13]1[CH2:14][CH2:15][CH2:16][N:12]1[C:9]1[CH:10]=[CH:11][C:6]([C:5]([OH:18])=[O:4])=[CH:7][CH:8]=1. The yield is 0.660. (10) The reactants are CN(CCN(C)C)C.[CH3:9][C:10]([CH3:28])([CH3:27])[CH2:11][CH2:12][O:13][C:14]1[CH:19]=[CH:18][CH:17]=[C:16]([O:20][CH2:21][CH2:22][C:23]([CH3:26])([CH3:25])[CH3:24])[CH:15]=1.[Li]CCCC.CN([CH:37]=[O:38])C. The catalyst is CCOCC. The product is [CH3:9][C:10]([CH3:28])([CH3:27])[CH2:11][CH2:12][O:13][C:14]1[CH:19]=[CH:18][CH:17]=[C:16]([O:20][CH2:21][CH2:22][C:23]([CH3:26])([CH3:25])[CH3:24])[C:15]=1[CH:37]=[O:38]. The yield is 0.720.